This data is from Full USPTO retrosynthesis dataset with 1.9M reactions from patents (1976-2016). The task is: Predict the reactants needed to synthesize the given product. (1) The reactants are: [CH3:1][N:2]([CH3:24])[CH2:3][CH2:4][CH2:5][C:6]1[CH:23]=[CH:22][C:9]2[N:10]([CH2:19][O:20][CH3:21])[C:11](=[O:18])[C:12]3[CH:13]=[CH:14][CH:15]=[N:16][C:17]=3[C:8]=2[CH:7]=1. Given the product [CH3:24][N:2]([CH3:1])[CH2:3][CH2:4][CH2:5][C:6]1[CH:23]=[CH:22][C:9]2[N:10]([CH2:19][O:20][CH3:21])[C:11](=[O:18])[C:12]3[CH2:13][CH2:14][CH2:15][NH:16][C:17]=3[C:8]=2[CH:7]=1, predict the reactants needed to synthesize it. (2) Given the product [CH2:8]([O:10][C:11]([C:12]1[CH:13]=[C:14]([CH3:15])[N:5]=[C:3]([C:2]([F:7])([F:6])[F:1])[N:4]=1)=[O:18])[CH3:9], predict the reactants needed to synthesize it. The reactants are: [F:1][C:2]([F:7])([F:6])[C:3]([NH2:5])=[NH:4].[CH2:8]([O:10][C:11](=[O:18])[C:12](=O)[CH2:13][C:14](=O)[CH3:15])[CH3:9].Cl.C([O-])(O)=O.[Na+]. (3) Given the product [C:9]([NH:8][C:6]1[CH:5]=[CH:4][CH:3]=[C:2]([C:18]2[N:22]3[CH:23]=[CH:24][C:25]([C:27]([F:28])([F:29])[F:30])=[N:26][C:21]3=[N:20][CH:19]=2)[N:7]=1)([CH3:12])([CH3:11])[CH3:10], predict the reactants needed to synthesize it. The reactants are: Br[C:2]1[N:7]=[C:6]([NH:8][C:9]([CH3:12])([CH3:11])[CH3:10])[CH:5]=[CH:4][CH:3]=1.C([Sn](CCCC)(CCCC)[C:18]1[N:22]2[CH:23]=[CH:24][C:25]([C:27]([F:30])([F:29])[F:28])=[N:26][C:21]2=[N:20][CH:19]=1)CCC. (4) Given the product [Cl:1][C:2]1[C:7]([C:8]([NH:21][CH2:20][CH2:19][CH2:18][N:15]2[CH2:16][CH2:17][O:12][CH2:13][CH2:14]2)=[O:9])=[C:6]([Cl:11])[N:5]=[CH:4][N:3]=1, predict the reactants needed to synthesize it. The reactants are: [Cl:1][C:2]1[C:7]([C:8](Cl)=[O:9])=[C:6]([Cl:11])[N:5]=[CH:4][N:3]=1.[O:12]1[CH2:17][CH2:16][N:15]([CH2:18][CH2:19][CH2:20][NH2:21])[CH2:14][CH2:13]1. (5) Given the product [CH:1]1([C:4]2[C:5]([O:6][CH2:7][C:8]3([CH3:26])[CH2:13][CH2:12][N:11]([C@H:14]([C:18]4[CH:23]=[C:22]([Cl:24])[CH:21]=[C:20]([Cl:25])[CH:19]=4)[CH2:15][OH:16])[CH2:10][CH2:9]3)=[CH:27][C:28]([F:35])=[C:29]([CH:30]=2)[C:31]([O:33][CH3:34])=[O:32])[CH2:3][CH2:2]1, predict the reactants needed to synthesize it. The reactants are: [CH:1]1([C:4]2[CH:30]=[C:29]([C:31]([O:33][CH3:34])=[O:32])[C:28]([F:35])=[CH:27][C:5]=2[O:6][CH2:7][C:8]2([CH3:26])[CH2:13][CH2:12][N:11]([CH:14]([C:18]3[CH:23]=[C:22]([Cl:24])[CH:21]=[C:20]([Cl:25])[CH:19]=3)[C:15](O)=[O:16])[CH2:10][CH2:9]2)[CH2:3][CH2:2]1. (6) Given the product [Br:1][C:2]1[C:3]([CH2:11][CH3:12])=[CH:4][CH:5]=[CH:6][C:7]=1[NH2:8], predict the reactants needed to synthesize it. The reactants are: [Br:1][C:2]1[C:7]([N+:8]([O-])=O)=[CH:6][CH:5]=[CH:4][C:3]=1[CH2:11][CH3:12].Cl. (7) Given the product [CH2:26]([O:17][C:15]([C:4]1[N:5]([CH2:20][CH2:21][CH3:22])[C:6]2[C:11]([CH:3]=1)=[CH:10][C:9]([N+:12]([O-:14])=[O:13])=[CH:8][CH:7]=2)=[O:16])[CH3:27], predict the reactants needed to synthesize it. The reactants are: C([C:3]1[C:11]2[C:6](=[CH:7][CH:8]=[C:9]([N+:12]([O-:14])=[O:13])[CH:10]=2)[NH:5][C:4]=1[C:15]([OH:17])=[O:16])C.[OH-].[K+].[CH2:20](Br)[CH2:21][CH3:22].[NH4+].[Cl-].[C:26]1(C)C=CC=C[CH:27]=1.